Dataset: Full USPTO retrosynthesis dataset with 1.9M reactions from patents (1976-2016). Task: Predict the reactants needed to synthesize the given product. Given the product [CH3:2][C:1]([N:10]1[CH2:25][CH2:24][C:23](=[O:26])[CH2:22][CH2:21]1)([C:4]1[CH:9]=[CH:8][CH:7]=[CH:6][CH:5]=1)[CH3:3], predict the reactants needed to synthesize it. The reactants are: [C:1]([NH2:10])([C:4]1[CH:9]=[CH:8][CH:7]=[CH:6][CH:5]=1)([CH3:3])[CH3:2].C(=O)([O-])[O-].[K+].[K+].[I-].C([N+]1(C)[CH2:25][CH2:24][C:23](=[O:26])[CH2:22][CH2:21]1)C.